This data is from Full USPTO retrosynthesis dataset with 1.9M reactions from patents (1976-2016). The task is: Predict the reactants needed to synthesize the given product. (1) Given the product [F:25][C:26]([F:34])([F:33])[C:27]([NH:29][CH2:30][C:31]#[C:32][C:2]1[C:3]([NH2:17])=[N:4][C:5](=[O:16])[N:6]([CH:15]=1)[C@@H:7]1[O:14][C@H:11]([CH2:12][OH:13])[C@@H:9]([OH:10])[CH2:8]1)=[O:28], predict the reactants needed to synthesize it. The reactants are: I[C:2]1[C:3]([NH2:17])=[N:4][C:5](=[O:16])[N:6]([CH:15]=1)[C@@H:7]1[O:14][C@H:11]([CH2:12][OH:13])[C@@H:9]([OH:10])[CH2:8]1.C(N(CC)CC)C.[F:25][C:26]([F:34])([F:33])[C:27]([NH:29][CH2:30][C:31]#[CH:32])=[O:28].N(CO[C@@H]1[C@@H](CO)O[C@@H](N2C=C(C#CCNC(=O)C(F)(F)F)C(=O)NC2=O)C1)=[N+]=[N-].C(=O)(O)[O-]. (2) Given the product [O:20]=[C:9]1[C:8]([C:6]([NH:5][CH2:4][CH2:3][CH2:2][CH3:24])=[O:7])=[CH:13][C:12]([C:14]2[CH:15]=[CH:16][N:17]=[CH:18][CH:19]=2)=[N:11][NH:10]1, predict the reactants needed to synthesize it. The reactants are: Cl[C:2]1[CH:24]=C(Cl)C=C[C:3]=1[CH2:4][NH:5][C:6]([C:8]1[C:9](=[O:20])[NH:10][N:11]=[C:12]([C:14]2[CH:19]=[CH:18][N:17]=[CH:16][CH:15]=2)[CH:13]=1)=[O:7].O=C1C(C(O)=O)=CC(C2C=CN=CC=2)=NN1.C(Cl)(=O)C(Cl)=O.C(N)CCC.